This data is from Catalyst prediction with 721,799 reactions and 888 catalyst types from USPTO. The task is: Predict which catalyst facilitates the given reaction. (1) Reactant: [CH2:1]([O:8][C@@H:9]1[CH2:12][C@H:11]([NH:13][C:14]2[C:15]([NH2:21])=[CH:16][CH:17]=[C:18]([F:20])[CH:19]=2)[CH2:10]1)[C:2]1[CH:7]=[CH:6][CH:5]=[CH:4][CH:3]=1.[C:22]([O:26][C:27]([NH:29][C@@H:30]([CH3:34])[C:31](O)=O)=[O:28])([CH3:25])([CH3:24])[CH3:23].C1C=NC2N(O)N=NC=2C=1.CCN=C=NCCCN(C)C.Cl. Product: [C:22]([O:26][C:27](=[O:28])[NH:29][C@H:30]([C:31]1[N:13]([C@H:11]2[CH2:12][C@@H:9]([O:8][CH2:1][C:2]3[CH:7]=[CH:6][CH:5]=[CH:4][CH:3]=3)[CH2:10]2)[C:14]2[CH:19]=[C:18]([F:20])[CH:17]=[CH:16][C:15]=2[N:21]=1)[CH3:34])([CH3:25])([CH3:24])[CH3:23]. The catalyst class is: 2. (2) Reactant: [CH3:1][C@H:2]1[C@@H:11]2[CH2:12][CH2:13][C:14]3([CH3:18])[O:16][O:17][C@:10]42[C@H:5]([C@@H:6]([CH3:20])[C@@H:7](O)[O:8][C@@H:9]4[O:15]3)[CH2:4][CH2:3]1.FC(F)(F)C(OC(=O)C(F)(F)F)=O. Product: [CH3:1][C@H:2]1[C@@H:11]2[CH2:12][CH2:13][C@@:14]3([CH3:18])[O:16][O:17][C@:10]42[C@H:5]([C:6]([CH3:20])=[CH:7][O:8][C@@H:9]4[O:15]3)[CH2:4][CH2:3]1. The catalyst class is: 154. (3) Reactant: [CH2:1](B(O)O)[CH:2]([CH3:4])[CH3:3].C(=O)([O-])[O-].[Cs+].[Cs+].O.[CH3:15][O:16][C:17](=[O:36])[C:18]1[CH:23]=[CH:22][C:21](OS(C(F)(F)F)(=O)=O)=[C:20]([C:32]([F:35])([F:34])[F:33])[CH:19]=1. Product: [CH3:15][O:16][C:17](=[O:36])[C:18]1[CH:23]=[CH:22][C:21]([CH2:1][CH:2]([CH3:4])[CH3:3])=[C:20]([C:32]([F:35])([F:34])[F:33])[CH:19]=1. The catalyst class is: 109. (4) Reactant: [NH2:1][C@@H:2]1[CH2:7][CH2:6][C@H:5]([N:8]2[C:13](=[O:14])[C:12]3[CH:15]=[C:16]([F:19])[CH:17]=[N:18][C:11]=3[N:10]([C:20]3[CH:21]=[C:22]([C:26]4[CH:31]=[CH:30][CH:29]=[CH:28][C:27]=4[CH2:32][N:33]4[CH2:38][CH2:37][O:36][CH2:35][CH2:34]4)[CH:23]=[CH:24][CH:25]=3)[C:9]2=[O:39])[CH2:4][CH2:3]1.[C:40](O)(=[O:48])[C:41]1[C:42](=[CH:44][CH:45]=[CH:46][CH:47]=1)[OH:43].F[P-](F)(F)(F)(F)F.N1(OC(N(C)C)=[N+](C)C)C2N=CC=CC=2N=N1.C(N(CC)C(C)C)(C)C. Product: [F:19][C:16]1[CH:17]=[N:18][C:11]2[N:10]([C:20]3[CH:21]=[C:22]([C:26]4[CH:31]=[CH:30][CH:29]=[CH:28][C:27]=4[CH2:32][N:33]4[CH2:38][CH2:37][O:36][CH2:35][CH2:34]4)[CH:23]=[CH:24][CH:25]=3)[C:9](=[O:39])[N:8]([C@@H:5]3[CH2:6][CH2:7][C@H:2]([NH:1][C:40](=[O:48])[C:41]4[CH:47]=[CH:46][CH:45]=[CH:44][C:42]=4[OH:43])[CH2:3][CH2:4]3)[C:13](=[O:14])[C:12]=2[CH:15]=1. The catalyst class is: 39. (5) Reactant: C(OC(=O)[NH:7][CH2:8][CH:9]1[CH2:14][CH2:13][C:12]([F:16])([F:15])[CH2:11][CH2:10]1)(C)(C)C.C([SiH](CC)CC)C.[F:25][C:26]([F:31])([F:30])[C:27]([OH:29])=[O:28]. Product: [F:15][C:12]1([F:16])[CH2:13][CH2:14][CH:9]([CH2:8][NH2:7])[CH2:10][CH2:11]1.[C:27]([OH:29])([C:26]([F:31])([F:30])[F:25])=[O:28]. The catalyst class is: 4. (6) Reactant: C(O)(C(F)(F)F)=O.COC1C=CC(C[O:15][C:16]2[CH:21]=[CH:20][C:19]([CH:22]([C:36]3[CH:40]=[CH:39][O:38][N:37]=3)[CH2:23][C:24]([O:26][CH2:27][C:28]3C=CC(OC)=CC=3)=[O:25])=[CH:18][CH:17]=2)=CC=1. Product: [OH:15][C:16]1[CH:21]=[CH:20][C:19]([CH:22]([C:36]2[CH:40]=[CH:39][O:38][N:37]=2)[CH2:23][C:24]([O:26][CH2:27][CH3:28])=[O:25])=[CH:18][CH:17]=1. The catalyst class is: 2. (7) Reactant: [Br:1][C:2]1[CH:3]=[C:4]([S:8]([C:11]([CH:27]2[CH2:39][C:30]3[NH:31][C:32]4[CH:33]=[CH:34][C:35]([Cl:38])=[CH:36][C:37]=4[C:29]=3[CH2:28]2)([F:26])[C:12]2[O:16][C:15]([C:17]3[CH:25]=[CH:24][C:20]([C:21]([OH:23])=O)=[CH:19][CH:18]=3)=[N:14][N:13]=2)(=[O:10])=[O:9])[CH:5]=[CH:6][CH:7]=1.[NH4+].[Cl-].C[N:43]1CCOCC1.ON1C2C=CC=CC=2N=N1.CCN=C=NCCCN(C)C.Cl. Product: [Br:1][C:2]1[CH:3]=[C:4]([S:8]([C:11]([CH:27]2[CH2:39][C:30]3[NH:31][C:32]4[CH:33]=[CH:34][C:35]([Cl:38])=[CH:36][C:37]=4[C:29]=3[CH2:28]2)([F:26])[C:12]2[O:16][C:15]([C:17]3[CH:18]=[CH:19][C:20]([C:21]([NH2:43])=[O:23])=[CH:24][CH:25]=3)=[N:14][N:13]=2)(=[O:10])=[O:9])[CH:5]=[CH:6][CH:7]=1. The catalyst class is: 3.